Predict the product of the given reaction. From a dataset of Forward reaction prediction with 1.9M reactions from USPTO patents (1976-2016). (1) Given the reactants C(=O)([O-])[O-].[Ca+2].[C:6](Cl)(Cl)=[S:7].ClCCl.O.[Cl:14][C:15]1[CH:16]=[C:17]([CH:19]=[CH:20][C:21]=1[C:22]#[C:23][C:24]1[CH:29]=[CH:28][CH:27]=[CH:26][CH:25]=1)[NH2:18].Cl, predict the reaction product. The product is: [Cl:14][C:15]1[CH:16]=[C:17]([N:18]=[C:6]=[S:7])[CH:19]=[CH:20][C:21]=1[C:22]#[C:23][C:24]1[CH:25]=[CH:26][CH:27]=[CH:28][CH:29]=1. (2) Given the reactants [O:1]1[CH2:5][CH2:4][CH2:3][CH:2]1[CH2:6][OH:7].[S:8](Cl)([C:11]1[CH:17]=[CH:16][C:14]([CH3:15])=[CH:13][CH:12]=1)(=[O:10])=[O:9].[OH-].[K+], predict the reaction product. The product is: [CH3:15][C:14]1[CH:16]=[CH:17][C:11]([S:8]([O:7][CH2:6][CH:2]2[CH2:3][CH2:4][CH2:5][O:1]2)(=[O:10])=[O:9])=[CH:12][CH:13]=1. (3) The product is: [F:1][C:2]1[N:6]([CH2:7][O:8][CH2:9][CH2:10][Si:11]([CH3:12])([CH3:14])[CH3:13])[CH:5]=[N:4][C:3]=1[CH:15]=[O:16]. Given the reactants [F:1][C:2]1[N:6]([CH2:7][O:8][CH2:9][CH2:10][Si:11]([CH3:14])([CH3:13])[CH3:12])[CH:5]=[N:4][C:3]=1[CH2:15][OH:16], predict the reaction product. (4) Given the reactants [NH2:1][CH2:2][CH2:3][CH2:4][CH2:5][N:6]1[C:10]2[CH:11]=[CH:12][CH:13]=[CH:14][C:9]=2[N:8]=[C:7]1[CH2:15][N:16]([CH3:27])[CH:17]1[C:26]2[N:25]=[CH:24][CH:23]=[CH:22][C:21]=2[CH2:20][CH2:19][CH2:18]1.C(N(CC)C(C)C)(C)C.[CH3:37][S:38](Cl)(=[O:40])=[O:39].C([O-])(O)=O.[Na+], predict the reaction product. The product is: [CH3:27][N:16]([CH2:15][C:7]1[N:6]([CH2:5][CH2:4][CH2:3][CH2:2][NH:1][S:38]([CH3:37])(=[O:40])=[O:39])[C:10]2[CH:11]=[CH:12][CH:13]=[CH:14][C:9]=2[N:8]=1)[CH:17]1[C:26]2[N:25]=[CH:24][CH:23]=[CH:22][C:21]=2[CH2:20][CH2:19][CH2:18]1. (5) Given the reactants Cl.[CH:2]1([NH:8][C:9]2[C:14]([CH3:15])=[C:13]([CH3:16])[N:12]=[C:11](NCC3C=CC=CN=3)[N:10]=2)[CH2:7][CH2:6][CH2:5][CH2:4][CH2:3]1.[C:25]1([C@@H:31]([NH2:33])[CH3:32])[CH:30]=[CH:29][CH:28]=[CH:27][CH:26]=1, predict the reaction product. The product is: [CH:2]1([NH:8][C:9]2[C:14]([CH3:15])=[C:13]([CH3:16])[N:12]=[C:11]([NH:33][C@H:31]([C:25]3[CH:30]=[CH:29][CH:28]=[CH:27][CH:26]=3)[CH3:32])[N:10]=2)[CH2:3][CH2:4][CH2:5][CH2:6][CH2:7]1. (6) Given the reactants [CH2:1]([C:6]1[CH:11]=[CH:10][C:9]([NH:12]C(=O)C)=[C:8]([N+:16]([O-:18])=[O:17])[CH:7]=1)[C:2]([CH3:5])([CH3:4])[CH3:3].[OH-].[Na+], predict the reaction product. The product is: [CH2:1]([C:6]1[CH:11]=[CH:10][C:9]([NH2:12])=[C:8]([N+:16]([O-:18])=[O:17])[CH:7]=1)[C:2]([CH3:5])([CH3:4])[CH3:3].